The task is: Predict which catalyst facilitates the given reaction.. This data is from Catalyst prediction with 721,799 reactions and 888 catalyst types from USPTO. (1) Reactant: [C:1]([C:3]1[CH:11]=[CH:10][CH:9]=[CH:8][C:4]=1[C:5]([OH:7])=[O:6])#[N:2].[C:12]1(O)[CH:17]=[CH:16][CH:15]=[CH:14][CH:13]=1.C1CN([P+](ON2N=NC3C=CC=CC2=3)(N2CCCC2)N2CCCC2)CC1.F[P-](F)(F)(F)(F)F.C(N(CC)CC)C. Product: [C:1]([C:3]1[CH:11]=[CH:10][CH:9]=[CH:8][C:4]=1[C:5]([O:7][C:12]1[CH:17]=[CH:16][CH:15]=[CH:14][CH:13]=1)=[O:6])#[N:2]. The catalyst class is: 18. (2) The catalyst class is: 1. Product: [F:1][C:2]1[CH:3]=[C:4]2[C:8](=[CH:9][CH:10]=1)[NH:7][C:6](=[O:11])[C:5]2=[C:41]1[C:42]2[C:38](=[CH:37][C:36]([CH2:35][CH2:34][N:31]3[CH2:32][CH2:33][CH:28]([OH:27])[CH2:29][CH2:30]3)=[CH:44][CH:43]=2)[C:39]([CH3:47])([CH3:46])[O:40]1. Reactant: [F:1][C:2]1[CH:3]=[C:4]2[C:8](=[CH:9][CH:10]=1)[NH:7][C:6](=[O:11])[CH2:5]2.[Li+].C[Si]([N-][Si](C)(C)C)(C)C.C1COCC1.[OH:27][CH:28]1[CH2:33][CH2:32][N:31]([CH2:34][CH2:35][C:36]2[CH:37]=[C:38]3[C:42](=[CH:43][CH:44]=2)[C:41](=O)[O:40][C:39]3([CH3:47])[CH3:46])[CH2:30][CH2:29]1. (3) Reactant: Br[C:2]1[CH:10]=[C:9]([O:11][CH3:12])[C:8]([O:13][CH3:14])=[CH:7][C:3]=1[C:4]([OH:6])=[O:5].CN([CH:18]=[O:19])C.C(Cl)Cl.CO. Product: [CH:18]([C:2]1[CH:10]=[C:9]([O:11][CH3:12])[C:8]([O:13][CH3:14])=[CH:7][C:3]=1[C:4]([OH:6])=[O:5])=[O:19]. The catalyst class is: 1. (4) Reactant: [NH2:1][C:2]1[CH:3]=[CH:4][CH:5]=[C:6]2[C:11]=1[N:10]=[CH:9][CH:8]=[CH:7]2.[Cl:12][C:13]1[CH:18]=[CH:17][C:16]([S:19](Cl)(=[O:21])=[O:20])=[C:15]([N+:23]([O-:25])=[O:24])[CH:14]=1.N1C=CC=CC=1. Product: [Cl:12][C:13]1[CH:18]=[CH:17][C:16]([S:19]([NH:1][C:2]2[CH:3]=[CH:4][CH:5]=[C:6]3[C:11]=2[N:10]=[CH:9][CH:8]=[CH:7]3)(=[O:21])=[O:20])=[C:15]([N+:23]([O-:25])=[O:24])[CH:14]=1. The catalyst class is: 79. (5) Reactant: [F:1][C:2]1[CH:7]=[C:6]([F:8])[CH:5]=[CH:4][C:3]=1[S:9]([NH:12][C:13]1[C:14]([O:28][CH3:29])=[N:15][CH:16]=[C:17]([C:19]2[CH:20]=[CH:21][C:22]3[N:23]([CH:25]=[CH:26][N:27]=3)[N:24]=2)[CH:18]=1)(=[O:11])=[O:10].C1C(=O)N([Br:37])C(=O)C1. Product: [Br:37][C:25]1[N:23]2[N:24]=[C:19]([C:17]3[CH:18]=[C:13]([NH:12][S:9]([C:3]4[CH:4]=[CH:5][C:6]([F:8])=[CH:7][C:2]=4[F:1])(=[O:10])=[O:11])[C:14]([O:28][CH3:29])=[N:15][CH:16]=3)[CH:20]=[CH:21][C:22]2=[N:27][CH:26]=1. The catalyst class is: 3. (6) Reactant: [CH3:1][C:2]1([CH3:10])[CH2:6][N:5]([C:7](=[S:9])[NH2:8])[N:4]=[CH:3]1.I[CH3:12]. Product: [CH3:12][S:9][C:7]([N:5]1[CH2:6][C:2]([CH3:10])([CH3:1])[CH:3]=[N:4]1)=[NH:8]. The catalyst class is: 5. (7) The catalyst class is: 140. Product: [Si:1]([O:8][C:9]1[C:10]([F:24])=[C:11]([C:26]2[N:27]=[CH:28][C:29]([NH2:32])=[N:30][CH:31]=2)[CH:12]=[CH:13][C:14]=1[CH:15]1[CH2:20][CH2:19][CH2:18][CH2:17][CH2:16]1)([C:4]([CH3:7])([CH3:6])[CH3:5])([CH3:3])[CH3:2]. Reactant: [Si:1]([O:8][C:9]1[C:10]([F:24])=[C:11](B(O)O)[CH:12]=[CH:13][C:14]=1[CH:15]1[CH2:20][CH2:19][CH2:18][CH2:17][CH2:16]1)([C:4]([CH3:7])([CH3:6])[CH3:5])([CH3:3])[CH3:2].Br[C:26]1[N:27]=[CH:28][C:29]([NH2:32])=[N:30][CH:31]=1.C([O-])([O-])=O.[K+].[K+].